From a dataset of Catalyst prediction with 721,799 reactions and 888 catalyst types from USPTO. Predict which catalyst facilitates the given reaction. (1) Reactant: F[C:2]1[CH:9]=[CH:8][C:5]([CH:6]=[O:7])=[CH:4][CH:3]=1.[CH3:10][NH:11][CH2:12][CH3:13].C(=O)([O-])[O-].[K+].[K+].O. Product: [CH2:12]([N:11]([C:2]1[CH:9]=[CH:8][C:5]([CH:6]=[O:7])=[CH:4][CH:3]=1)[CH3:10])[CH3:13]. The catalyst class is: 16. (2) Reactant: C(OC([NH:8][C:9]1([C:13]2[CH:18]=[CH:17][C:16]([C:19]3[N:23]4[C:24]5[CH:36]=[CH:35][CH:34]=[N:33][C:25]=5[NH:26][C:27]5[CH:32]=[CH:31][CH:30]=[CH:29][C:28]=5[C:22]4=[N:21][C:20]=3[C:37]3[CH:42]=[CH:41][C:40]([NH:43][C:44](=[O:47])[O:45][CH3:46])=[CH:39][CH:38]=3)=[CH:15][CH:14]=2)[CH2:12][CH2:11][CH2:10]1)=O)(C)(C)C.Cl.O1CCOCC1. Product: [NH2:8][C:9]1([C:13]2[CH:18]=[CH:17][C:16]([C:19]3[N:23]4[C:24]5[CH:36]=[CH:35][CH:34]=[N:33][C:25]=5[NH:26][C:27]5[CH:32]=[CH:31][CH:30]=[CH:29][C:28]=5[C:22]4=[N:21][C:20]=3[C:37]3[CH:38]=[CH:39][C:40]([NH:43][C:44](=[O:47])[O:45][CH3:46])=[CH:41][CH:42]=3)=[CH:15][CH:14]=2)[CH2:12][CH2:11][CH2:10]1. The catalyst class is: 5. (3) Reactant: C([C:3]([C:12]#[N:13])([CH:7]([CH:9]1[CH2:11][CH2:10]1)[CH3:8])[C:4]([OH:6])=[O:5])C.CO.[OH-].[Na+]. Product: [C:12]([CH:3]([CH:7]([CH:9]1[CH2:10][CH2:11]1)[CH3:8])[C:4]([OH:6])=[O:5])#[N:13]. The catalyst class is: 7. (4) The catalyst class is: 243. Product: [F:1][C:2]1[CH:17]=[CH:16][C:5]2[N:6]([CH2:11][C@H:12]([CH3:15])[CH2:13][N:25]3[CH2:26][CH2:27][CH:22]([O:21][CH2:18][CH2:19][CH3:20])[CH2:23][CH2:24]3)[C:7](=[O:10])[CH2:8][O:9][C:4]=2[CH:3]=1. Reactant: [F:1][C:2]1[CH:17]=[CH:16][C:5]2[N:6]([CH2:11][C@H:12]([CH3:15])[CH2:13]I)[C:7](=[O:10])[CH2:8][O:9][C:4]=2[CH:3]=1.[CH2:18]([O:21][CH:22]1[CH2:27][CH2:26][NH:25][CH2:24][CH2:23]1)[CH2:19][CH3:20]. (5) Reactant: [F:1][C:2]1[CH:7]=[CH:6][C:5]([S:8]([N:11]2[CH2:16][CH2:15][O:14][C:13]3[N:17]=[CH:18][C:19]([C:21]4[O:25][N:24]=[C:23]([C:26](Cl)=[O:27])[N:22]=4)=[CH:20][C:12]2=3)(=[O:10])=[O:9])=[CH:4][CH:3]=1.CCN(C(C)C)C(C)C.[CH:38]1([NH2:43])[CH2:42][CH2:41][CH2:40][CH2:39]1.C([O-])(O)=O.[Na+]. Product: [CH:38]1([NH:43][C:26]([C:23]2[N:22]=[C:21]([C:19]3[CH:18]=[N:17][C:13]4[O:14][CH2:15][CH2:16][N:11]([S:8]([C:5]5[CH:6]=[CH:7][C:2]([F:1])=[CH:3][CH:4]=5)(=[O:10])=[O:9])[C:12]=4[CH:20]=3)[O:25][N:24]=2)=[O:27])[CH2:42][CH2:41][CH2:40][CH2:39]1. The catalyst class is: 26. (6) Reactant: C(OC(=O)[N:7]([CH2:33][C@@H:34]([C:43]1[CH:52]=[CH:51][C:50]([O:53][CH2:54][C:55]2[CH:60]=[CH:59][CH:58]=[CH:57][CH:56]=2)=[C:49]2[C:44]=1[CH:45]=[CH:46][C:47](=[O:61])[NH:48]2)[O:35][Si](C(C)(C)C)(C)C)[CH2:8][CH2:9][C:10]1[CH:15]=[CH:14][CH:13]=[C:12]([NH:16][C:17]([NH:19][CH:20]([C:27]2[CH:32]=[CH:31][CH:30]=[CH:29][CH:28]=2)[C:21]2[CH:26]=[CH:25][CH:24]=[CH:23][CH:22]=2)=[O:18])[CH:11]=1)(C)(C)C. Product: [CH2:54]([O:53][C:50]1[CH:51]=[CH:52][C:43]([C@@H:34]([OH:35])[CH2:33][NH:7][CH2:8][CH2:9][C:10]2[CH:11]=[C:12]([NH:16][C:17]([NH:19][CH:20]([C:21]3[CH:26]=[CH:25][CH:24]=[CH:23][CH:22]=3)[C:27]3[CH:28]=[CH:29][CH:30]=[CH:31][CH:32]=3)=[O:18])[CH:13]=[CH:14][CH:15]=2)=[C:44]2[C:49]=1[NH:48][C:47](=[O:61])[CH:46]=[CH:45]2)[C:55]1[CH:56]=[CH:57][CH:58]=[CH:59][CH:60]=1. The catalyst class is: 89.